Predict which catalyst facilitates the given reaction. From a dataset of Catalyst prediction with 721,799 reactions and 888 catalyst types from USPTO. (1) Product: [CH3:2][O:3][C:4](=[O:10])[C@@H:5]([NH2:9])[CH:6]([CH3:8])[CH3:7]. The catalyst class is: 6. Reactant: Cl.[CH3:2][O:3][C:4](=[O:10])[C@@H:5]([NH2:9])[CH:6]([CH3:8])[CH3:7].C(=O)([O-])O.[Na+].ClCCl. (2) Reactant: [CH2:1]([N:8]1[CH2:13][C@@H:12]([CH3:14])[NH:11][CH2:10][C@@H:9]1[CH3:15])[C:2]1[CH:7]=[CH:6][CH:5]=[CH:4][CH:3]=1.[F:16][C:17]([F:22])([F:21])[CH2:18][CH:19]=O.CC(O)=O.C([BH3-])#N.[Na+]. Product: [CH2:1]([N:8]1[CH2:13][C@@H:12]([CH3:14])[N:11]([CH2:19][CH2:18][C:17]([F:22])([F:21])[F:16])[CH2:10][C@@H:9]1[CH3:15])[C:2]1[CH:7]=[CH:6][CH:5]=[CH:4][CH:3]=1. The catalyst class is: 36. (3) Reactant: [H-].[Na+].[OH:3][CH:4]1[CH2:11][CH2:10][CH2:9][CH:8]=[CH:7][CH2:6][CH2:5]1.[Br:12][CH2:13][C:14]1[CH:19]=[CH:18][C:17]([CH2:20]Br)=[CH:16][CH:15]=1. Product: [Br:12][CH2:13][C:14]1[CH:19]=[CH:18][C:17]([CH2:20][O:3][CH:4]2[CH2:11][CH2:10][CH2:9][CH:8]=[CH:7][CH2:6][CH2:5]2)=[CH:16][CH:15]=1. The catalyst class is: 1. (4) Reactant: [H-].[Na+].CCO.[C:6]([O:14][CH2:15][CH3:16])(=[O:13])[CH2:7][C:8]([O:10][CH2:11][CH3:12])=[O:9].[Br:17][C:18]1[CH:23]=[CH:22][C:21]([CH2:24]Br)=[C:20]([CH2:26]Br)[CH:19]=1. Product: [Br:17][C:18]1[CH:19]=[C:20]2[C:21](=[CH:22][CH:23]=1)[CH2:24][C:7]([C:8]([O:10][CH2:11][CH3:12])=[O:9])([C:6]([O:14][CH2:15][CH3:16])=[O:13])[CH2:26]2. The catalyst class is: 28. (5) Reactant: [CH3:1][O:2][C:3]1[CH:4]=[C:5]2[C:10](=[CH:11][CH:12]=1)[C:9]([O:13][C:14]1[CH:19]=[CH:18][C:17]([O:20][CH2:21][CH2:22][N:23]3[CH2:28][CH2:27][CH2:26][CH2:25][CH2:24]3)=[CH:16][CH:15]=1)=[C:8]([C:29]1[CH:30]=[C:31]3[C:35](=[CH:36][CH:37]=1)[C:34](=[O:38])[O:33][CH2:32]3)C=C2.COC1C=CC2C(OC3C=CC(OCCN4CCCCC4)=CC=3)=C(Br)[S:46]C=2C=1.C(=O)([O-])[O-].[Na+].[Na+]. Product: [CH3:1][O:2][C:3]1[CH:12]=[CH:11][C:10]2[C:9]([O:13][C:14]3[CH:19]=[CH:18][C:17]([O:20][CH2:21][CH2:22][N:23]4[CH2:28][CH2:27][CH2:26][CH2:25][CH2:24]4)=[CH:16][CH:15]=3)=[C:8]([C:29]3[CH:30]=[C:31]4[C:35](=[CH:36][CH:37]=3)[C:34](=[O:38])[O:33][CH2:32]4)[S:46][C:5]=2[CH:4]=1. The catalyst class is: 12. (6) Reactant: [Br:1][C:2]1[C:3]([F:10])=[CH:4][C:5]([CH3:9])=[C:6]([CH:8]=1)[NH2:7].[N:11]([O-])=O.[Na+].O.O.[Cl:17][Sn]Cl.[OH-].[Na+].CCOCC. Product: [ClH:17].[Br:1][C:2]1[C:3]([F:10])=[CH:4][C:5]([CH3:9])=[C:6]([NH:7][NH2:11])[CH:8]=1. The catalyst class is: 126.